Dataset: Forward reaction prediction with 1.9M reactions from USPTO patents (1976-2016). Task: Predict the product of the given reaction. Given the reactants COC1C=CC(C[N:8]2[CH:12]=[C:11]([C:13]3[S:14][CH:15]=[C:16]([NH:18][C:19]4[CH:24]=[CH:23][CH:22]=[CH:21][N:20]=4)[N:17]=3)[C:10]([C:25]([F:28])([F:27])[F:26])=[N:9]2)=CC=1.C([O-])([O-])=O.[Na+].[Na+], predict the reaction product. The product is: [N:20]1[CH:21]=[CH:22][CH:23]=[CH:24][C:19]=1[NH:18][C:16]1[N:17]=[C:13]([C:11]2[C:10]([C:25]([F:27])([F:28])[F:26])=[N:9][NH:8][CH:12]=2)[S:14][CH:15]=1.